From a dataset of NCI-60 drug combinations with 297,098 pairs across 59 cell lines. Regression. Given two drug SMILES strings and cell line genomic features, predict the synergy score measuring deviation from expected non-interaction effect. (1) Drug 1: C1=CN(C(=O)N=C1N)C2C(C(C(O2)CO)O)O.Cl. Drug 2: C1CN(P(=O)(OC1)NCCCl)CCCl. Cell line: T-47D. Synergy scores: CSS=3.94, Synergy_ZIP=-3.86, Synergy_Bliss=-1.90, Synergy_Loewe=-8.54, Synergy_HSA=-2.85. (2) Drug 1: CC1=C(C=C(C=C1)C(=O)NC2=CC(=CC(=C2)C(F)(F)F)N3C=C(N=C3)C)NC4=NC=CC(=N4)C5=CN=CC=C5. Drug 2: COC1=NC(=NC2=C1N=CN2C3C(C(C(O3)CO)O)O)N. Cell line: COLO 205. Synergy scores: CSS=-3.15, Synergy_ZIP=0.481, Synergy_Bliss=-2.79, Synergy_Loewe=-4.46, Synergy_HSA=-4.56. (3) Drug 1: CN1C(=O)N2C=NC(=C2N=N1)C(=O)N. Drug 2: CC1CCC2CC(C(=CC=CC=CC(CC(C(=O)C(C(C(=CC(C(=O)CC(OC(=O)C3CCCCN3C(=O)C(=O)C1(O2)O)C(C)CC4CCC(C(C4)OC)O)C)C)O)OC)C)C)C)OC. Cell line: NCI/ADR-RES. Synergy scores: CSS=-4.95, Synergy_ZIP=2.63, Synergy_Bliss=-3.09, Synergy_Loewe=-7.67, Synergy_HSA=-7.20. (4) Drug 1: COC1=CC(=CC(=C1O)OC)C2C3C(COC3=O)C(C4=CC5=C(C=C24)OCO5)OC6C(C(C7C(O6)COC(O7)C8=CC=CS8)O)O. Drug 2: C1=CC(=CC=C1C#N)C(C2=CC=C(C=C2)C#N)N3C=NC=N3. Cell line: A498. Synergy scores: CSS=29.0, Synergy_ZIP=-3.69, Synergy_Bliss=-2.32, Synergy_Loewe=-18.9, Synergy_HSA=-2.80. (5) Drug 1: CC1C(C(CC(O1)OC2CC(CC3=C2C(=C4C(=C3O)C(=O)C5=C(C4=O)C(=CC=C5)OC)O)(C(=O)C)O)N)O.Cl. Drug 2: C1CN1P(=S)(N2CC2)N3CC3. Cell line: ACHN. Synergy scores: CSS=38.8, Synergy_ZIP=-6.76, Synergy_Bliss=-3.08, Synergy_Loewe=-4.30, Synergy_HSA=-0.0993. (6) Drug 1: C1CCC(C1)C(CC#N)N2C=C(C=N2)C3=C4C=CNC4=NC=N3. Drug 2: COC1=C2C(=CC3=C1OC=C3)C=CC(=O)O2. Cell line: HL-60(TB). Synergy scores: CSS=-30.4, Synergy_ZIP=2.92, Synergy_Bliss=-12.9, Synergy_Loewe=-22.3, Synergy_HSA=-23.8. (7) Drug 1: C(=O)(N)NO. Drug 2: C1=NNC2=C1C(=O)NC=N2. Cell line: RPMI-8226. Synergy scores: CSS=5.29, Synergy_ZIP=-2.56, Synergy_Bliss=4.76, Synergy_Loewe=1.89, Synergy_HSA=4.23. (8) Drug 1: C1=C(C(=O)NC(=O)N1)F. Drug 2: C1CC(C1)(C(=O)O)C(=O)O.[NH2-].[NH2-].[Pt+2]. Cell line: MOLT-4. Synergy scores: CSS=81.2, Synergy_ZIP=7.72, Synergy_Bliss=4.51, Synergy_Loewe=9.34, Synergy_HSA=12.1. (9) Drug 1: CC1OCC2C(O1)C(C(C(O2)OC3C4COC(=O)C4C(C5=CC6=C(C=C35)OCO6)C7=CC(=C(C(=C7)OC)O)OC)O)O. Drug 2: CC1CCC2CC(C(=CC=CC=CC(CC(C(=O)C(C(C(=CC(C(=O)CC(OC(=O)C3CCCCN3C(=O)C(=O)C1(O2)O)C(C)CC4CCC(C(C4)OC)OCCO)C)C)O)OC)C)C)C)OC. Cell line: NCI-H522. Synergy scores: CSS=35.0, Synergy_ZIP=-3.28, Synergy_Bliss=2.65, Synergy_Loewe=5.72, Synergy_HSA=7.49.